From a dataset of PAMPA (Parallel Artificial Membrane Permeability Assay) permeability data from NCATS. Regression/Classification. Given a drug SMILES string, predict its absorption, distribution, metabolism, or excretion properties. Task type varies by dataset: regression for continuous measurements (e.g., permeability, clearance, half-life) or binary classification for categorical outcomes (e.g., BBB penetration, CYP inhibition). Dataset: pampa_ncats. (1) The molecule is CC1=C(C=C(C=C1)NS(=O)(=O)C2=CC3=C(C=C2)OCC(=O)N3)C. The result is 1 (high permeability). (2) The molecule is CC1=CC(=C(C=C1)O)C2=NNC(=C2)C3=CC=CC=C3C. The result is 1 (high permeability). (3) The molecule is CC1=CC(=C(C=C1Cl)OC)NC2=C3CCCC3=NC4=CC=CC=C42. The result is 1 (high permeability). (4) The molecule is CC1=CC2=CC=CC=C2N1CC(=O)NC3CCCCC3. The result is 1 (high permeability). (5) The molecule is CC[C@@H]1CC[C@H]2[C@@H]([C@H]([C@@H]([C@]3(O2)CC[C@@H]([C@@H](O3)C[C@@H](C)O)C)C)OC(=O)C=C[C@@H]([C@H]([C@@H](C(=O)[C@@H]([C@H]([C@@H](C(=O)[C@]([C@H]([C@@H](CC=CC=C1)C)O)(C)O)C)O)C)C)O)C)C. The result is 0 (low-to-moderate permeability). (6) The drug is C1=CC=C2C(=C1)/C(=C\C3=CC(=C(C(=C3)F)O)F)/C(=O)N2. The result is 1 (high permeability). (7) The molecule is C1=CC=C(C(=C1)NCC2=C3C=CC=NC3=C(C=C2)O)Br. The result is 0 (low-to-moderate permeability). (8) The drug is CC1=C(C=C(C=C1)N2C3=C(C(=N2)C)C(=C(C(=N3)N)C#N)C4=CC(=C(C=C4)O)O)C. The result is 1 (high permeability). (9) The result is 1 (high permeability). The molecule is CCCCCCC.CN1C(=O)CN=C(C2=C1C=CC(=C2)Cl)C3=CC=CN3. (10) The molecule is CC1=C(NC(=C1C(=O)C)C)C(=O)N(C)C. The result is 1 (high permeability).